This data is from Peptide-MHC class I binding affinity with 185,985 pairs from IEDB/IMGT. The task is: Regression. Given a peptide amino acid sequence and an MHC pseudo amino acid sequence, predict their binding affinity value. This is MHC class I binding data. (1) The peptide sequence is GLYSSTVPV. The MHC is HLA-B44:03 with pseudo-sequence HLA-B44:03. The binding affinity (normalized) is 0. (2) The MHC is HLA-A03:01 with pseudo-sequence HLA-A03:01. The peptide sequence is NSNINVINY. The binding affinity (normalized) is 0.0847. (3) The peptide sequence is FLYCKMNW. The MHC is Mamu-B17 with pseudo-sequence Mamu-B17. The binding affinity (normalized) is 0.187. (4) The peptide sequence is QLWTALVSL. The MHC is HLA-A02:01 with pseudo-sequence HLA-A02:01. The binding affinity (normalized) is 0.851. (5) The peptide sequence is FKYDSTKPL. The MHC is HLA-A69:01 with pseudo-sequence HLA-A69:01. The binding affinity (normalized) is 0.0847. (6) The peptide sequence is YTSGPGIRY. The MHC is Mamu-A2201 with pseudo-sequence Mamu-A2201. The binding affinity (normalized) is 0.388. (7) The peptide sequence is KYLPLDKGI. The MHC is Patr-A0401 with pseudo-sequence Patr-A0401. The binding affinity (normalized) is 0.474. (8) The peptide sequence is LIGARRTSF. The MHC is HLA-B08:01 with pseudo-sequence HLA-B08:01. The binding affinity (normalized) is 0.962. (9) The peptide sequence is YLKDQAQLNAW. The MHC is Mamu-A02 with pseudo-sequence Mamu-A02. The binding affinity (normalized) is 0.